Predict the product of the given reaction. From a dataset of Forward reaction prediction with 1.9M reactions from USPTO patents (1976-2016). (1) The product is: [Cl:1][C:2]1[CH:7]=[C:6]([NH2:8])[CH:5]=[CH:4][C:3]=1[N:11]1[CH2:12][CH2:13][N:14]([CH3:17])[CH2:15][CH2:16]1. Given the reactants [Cl:1][C:2]1[CH:7]=[C:6]([N+:8]([O-])=O)[CH:5]=[CH:4][C:3]=1[N:11]1[CH2:16][CH2:15][N:14]([CH3:17])[CH2:13][CH2:12]1, predict the reaction product. (2) Given the reactants Cl[C:2]1[CH:7]=[C:6]([O:8][C:9]2[CH:14]=[CH:13][C:12]([NH2:15])=[C:11]([F:16])[CH:10]=2)[CH:5]=[CH:4][N:3]=1.C([Sn](CCCC)(CCCC)[C:22]1[O:23][CH:24]=[CH:25][N:26]=1)CCC.[F-].[K+], predict the reaction product. The product is: [F:16][C:11]1[CH:10]=[C:9]([O:8][C:6]2[CH:5]=[CH:4][N:3]=[C:2]([C:22]3[O:23][CH:24]=[CH:25][N:26]=3)[CH:7]=2)[CH:14]=[CH:13][C:12]=1[NH2:15]. (3) Given the reactants [H-].[Na+].[NH:3]1[CH2:8][CH2:7][CH2:6][CH2:5][CH2:4]1.C[N:10](C)[CH:11]=[O:12], predict the reaction product. The product is: [N:3]1[CH:8]=[CH:7][CH:6]=[CH:5][C:4]=1[C:11]([NH2:10])=[O:12]. (4) Given the reactants [CH3:1][C:2]1[C:6]([CH2:7][N:8]2[CH:12]=[C:11]([N:13]3[C:17](=[O:18])[CH2:16][NH:15][C:14]3=[O:19])[CH:10]=[N:9]2)=[C:5]([CH3:20])[O:4][N:3]=1.Br[CH2:22][C:23]1[CH:28]=[CH:27][CH:26]=[C:25]([CH2:29]Br)[CH:24]=1.C(=O)([O-])[O-].[Cs+].[Cs+].[NH:37]1[CH2:41]C(=O)N[C:38]1=O.CNC.[H-].[Na+], predict the reaction product. The product is: [CH3:38][N:37]([CH2:22][C:23]1[CH:24]=[C:25]([CH:26]=[CH:27][CH:28]=1)[CH2:29][N:15]1[CH2:16][C:17](=[O:18])[N:13]([C:11]2[CH:10]=[N:9][N:8]([CH2:7][C:6]3[C:2]([CH3:1])=[N:3][O:4][C:5]=3[CH3:20])[CH:12]=2)[C:14]1=[O:19])[CH3:41]. (5) Given the reactants [F:1][C:2]1[CH:7]=[CH:6][C:5]([CH2:8][CH2:9][N:10]2[CH2:15][CH2:14][N:13]([C:16]([C:18]3[CH:19]=[CH:20][CH:21]=[C:22]4[C:27]=3[N:26]=[CH:25][CH:24]=[CH:23]4)=[O:17])[CH2:12][CH2:11]2)=[CH:4][CH:3]=1.[ClH:28], predict the reaction product. The product is: [ClH:28].[F:1][C:2]1[CH:7]=[CH:6][C:5]([CH2:8][CH2:9][N:10]2[CH2:15][CH2:14][N:13]([C:16]([C:18]3[CH:19]=[CH:20][CH:21]=[C:22]4[C:27]=3[N:26]=[CH:25][CH:24]=[CH:23]4)=[O:17])[CH2:12][CH2:11]2)=[CH:4][CH:3]=1.